Task: Regression. Given a target protein amino acid sequence and a drug SMILES string, predict the binding affinity score between them. We predict pIC50 (pIC50 = -log10(IC50 in M); higher means more potent). Dataset: bindingdb_ic50.. Dataset: Drug-target binding data from BindingDB using IC50 measurements (1) The drug is CC(C)[C@H](NS(=O)(=O)c1ccc(F)cc1)C(=O)N[C@@H](C)C=O. The target protein (P97571) has sequence MAEELITPVYCTGVSAQVQKQRDKELGLGRHENAIKYLGQDYENLRARCLQNGVLFQDDAFPPVSHSLGFKELGPNSSKTYGIKWKRPTELLSNPQFIVDGATRTDICQGALGDCWLLAAIASLTLNETILHRVVPYGQSFQEGYAGIFHFQLWQFGEWVDVVVDDLLPTKDGKLVFVHSAQGNEFWSALLEKAYAKVNGSYEALSGGCTSEAFEDFTGGVTEWYDLQKAPSDLYQIILKALERGSLLGCSINISDIRDLEAITFKNLVRGHAYSVTDAKQVTYQGQRVNLIRMRNPWGEVEWKGPWSDNSYEWNKVDPYEREQLRVKMEDGEFWMSFRDFIREFTKLEICNLTPDALKSRTLRNWNTTFYEGTWRRGSTAGGCRNYPATFWVNPQFKIRLEEVDDADDYDSRESGCSFLLALMQKHRRRERRFGRDMETIGFAVYQVPRELAGQPVHLKRDFFLANASRAQSEHFINLREVSNRIRLPPGEYIVVPSTF.... The pIC50 is 6.2. (2) The drug is CSCC[C@H](NC(=O)[C@@H](NC(=O)[C@H](CCCCNC(=O)COCC(=O)Nc1ccc(CCC(=O)N2CCC2=O)cc1)NC(=O)[C@@H]1CSSC[C@H](NC(=O)[C@@H](NC(=O)[C@H](CC(=O)O)NC(=O)[C@H](Cc2ccccc2)NC(C)=O)C(C)C)C(=O)N[C@@H](CC(N)=O)C(=O)N[C@@H](Cc2c[nH]c3ccccc23)C(=O)N[C@@H](C(C)C)C(=O)N[C@@H]([C@@H](C)O)C(=O)N[C@@H](CC(C)C)C(=O)N2CCC[C@H]2C(=O)N[C@@H](Cc2cnc[nH]2)C(=O)N1)C(C)C)C(N)=O. The target protein (P49764) has sequence MLVMKLFTCFLQVLAGLAVHSQGALSAGNNSTEVEVVPFNEVWGRSYCRPMEKLVYILDEYPDEVSHIFSPSCVLLSRCSGCCGDEGLHCVPIKTANITMQILKIPPNRDPHFYVEMTFSQDVLCECRPILETTKAERRKTKGKRKRSRNSQTEEPHP. The pIC50 is 7.3. (3) The drug is OC[C@H]1NC[C@H](O)[C@@H](O)[C@@H]1O. The target protein sequence is MPQTLVFFSPDGGDPPLPKCLCSQIYCHGELLRQVQMARLYQDDKQFVDMPLSVAPDQVLQRFSELAQAHNFSIPQQELQDFIREHFQAVGQELQPWTPEDWKDSPQFLQKILDPKLRAWAGQLHQLWKKLGKKVKPEVLSHPERFSLIYSGHPFIVPGGRFVEFYYWDSYWVMEGLLLSEMPGTVKGMLQNFLDLVQTYGHVPNGARVYYLQRSQPPLLSLMMERYVTQANDTAFLRDNLETLALELDFWTKNRSISVSSGGKSYVLNRYHVPYGGPRPESYSKDAELAATLSEGDHEALWAELKAGAESGWDFSSRWFVGGPNPDSLSSIRTSKLVPVDLNASGNDSQAEKYRNLRAQRMAAMKDILWDEEKGAWFDYDLENGKKNLEFYPSNLAPLWAGCFSDPGDVDKALKYLEDSQILTYHYGIPTSLRKTGQQWDFPNAWAPLQDLVIRGLAKSPSARAQEVAFQLAQNWIRTNFDVYSRRSAMYEKYDISNGG.... The pIC50 is 4.4. (4) The target protein (P23739) has sequence MAKKKFSALEISLIVLFIIVTAIAIALVTVLATKVPAVEEIKSPTPTSNSTPTSTPTSTSTPTSTSTPSPGKCPPEQGEPINERINCIPEQHPTKAICEERGCCWRPWNNTVIPWCFFADNHGYNAESITNENAGLKATLNRIPSPTLFGEDIKSVILTTQTQTGNRFRFKITDPNNKRYEVPHQFVKEETGIPAADTLYDVQVSENPFSIKVIRKSNNKVLCDTSVGPLLYSNQYLQISTRLPSEYIYGFGGHIHKRFRHDLYWKTWPIFTRDEIPGDNNHNLYGHQTFFMGIGDTSGKSYGVFLMNSNAMEVFIQPTPIITYRVTGGILDFYIFLGDTPEQVVQQYQEVHWRPAMPAYWNLGFQLSRWNYGSLDTVSEVVRRNREAGIPYDAQVTDIDYMEDHKEFTYDRVKFNGLPEFAQDLHNHGKYIIILDPAISINKRANGAEYQTYVRGNEKNVWVNESDGTTPLIGEVWPGLTVYPDFTNPQTIEWWANECN.... The pIC50 is 4.0. The drug is CC(C)=CCC/C(C)=C/CC/C(=C\Cc1cc(O)ccc1O)C(=O)O. (5) The small molecule is CC(C)(C)c1ccc(C(=O)N2CCC3(CC2)C(=O)N(CC(=O)N2CCCCC2)CN3c2ccccc2)cc1. The target protein sequence is MADTGLRGWLLWALLLHVAQSELYTPIHQPGYCAFYDECGKNPELSGGLAPLSNVSCLSNTPALRVTGEHLTLLQRICPRLYTGTTTYACCSPKQLLSLETSLAVTKALLTRCPTCSDNFVNLHCQNTCSPNQSLFINVTRVAGGGGGRPQAVVAYEAFYQDTFAQQTYDSCSRVRIPAAATLAVGTMCGVYGSTLCNAQRWLNFQGDTSNGLAPLDITFHLMEPGQALGSGMQALTGEIRPCNESQGNGTVACSCQDCAASCPTIPQPQALDSTFYLGGLEGGLALVIILCSAFALLTTFLVGTRLASSCGKDKTPDPKAGMSLSDKLSLSTNVILSQCFQNWGTWVASWPLTILLVSIAVVLALSGGLAFVELTTDPVELWSAPSSQARSEKAFHDQHFGPFLRTNQVILTAPNRPSYHYDSLLLGPKNFSGVLASDLLLELLELQETLRHLQVWSPEEQRHISLQDICFAPLNPHNASLSDCCINSLLQYFQSNRTH.... The pIC50 is 3.8. (6) The small molecule is CC(C)CC(NC(=O)C(Cc1ccccc1)C(=O)[O-])C(=O)[O-]. The target protein (Q61391) has sequence MGRSESQMDITDINAPKPKKKQRWTPLEISLSVLVLLLTIIAVTMIALYATYDDGICKSSDCIKSAARLIQNMDASVEPCTDFFKYACGGWLKRNVIPETSSRYSNFDILRDELEVILKDVLQEPKTEDIVAVQKAKTLYRSCINESAIDSRGGQPLLKLLPDIYGWPVASDNWDQTYGTSWTAEKSIAQLNSKYGKKVLINFFVGTDDKNSTQHIIHFDQPRLGLPSRDYYECTGIYKEACTAYVDFMISVARLIRQEQSLPIDENQLSLEMNKVMELEKEIANATTKPEDRNDPMLLYNKMTLAKLQNNFSLEVNGKSFSWSNFTNEIMSTVNINIQNEEEVVVYAPEYLTKLKPILTKYSPRDLQNLMSWRFIMDLVSSLSRNYKESRNAFRKALYGTTSETATWRRCANYVNGNMENAVGRLYVEAAFAGESKHVVEDLIAQIREVFIQTLDDLTWMDAETKKKAEEKALAIKERIGYPDDIISNENKLNNEYLEL.... The pIC50 is 6.2.